Dataset: Reaction yield outcomes from USPTO patents with 853,638 reactions. Task: Predict the reaction yield, written as a fraction of the theoretical maximum amount of product (1.0 means a 100% yield; for example, 0.34 means a 34% yield). (1) The reactants are [C:1]1([C@@H:7]([NH:9][C:10]2[N:15]=[C:14]([N:16]3[C:20]4[CH:21]=[CH:22][C:23]([NH:25][C:26](=O)[C:27]5[CH:32]=[CH:31][CH:30]=[N:29][CH:28]=5)=[CH:24][C:19]=4[N:18]=[CH:17]3)[CH:13]=[N:12][CH:11]=2)[CH3:8])[CH:6]=[CH:5][CH:4]=[CH:3][CH:2]=1.[H-].[H-].[H-].[H-].[Li+].[Al+3]. No catalyst specified. The product is [C:1]1([C@@H:7]([NH:9][C:10]2[N:15]=[C:14]([N:16]3[C:20]4[CH:21]=[CH:22][C:23]([NH:25][CH2:26][C:27]5[CH:28]=[N:29][CH:30]=[CH:31][CH:32]=5)=[CH:24][C:19]=4[N:18]=[CH:17]3)[CH:13]=[N:12][CH:11]=2)[CH3:8])[CH:2]=[CH:3][CH:4]=[CH:5][CH:6]=1. The yield is 0.240. (2) The reactants are [C:1]([C:3]1[CH:4]=[C:5]2[C:9](=[CH:10][CH:11]=1)[NH:8][C:7](=[O:12])[CH:6]2[C:13]1[CH:22]=[CH:21][C:20]2[CH2:19][N:18](C(OC(C)(C)C)=O)[CH2:17][CH2:16][C:15]=2[N:14]=1)#[N:2]. The catalyst is Cl.O1CCOCC1. The product is [O:12]=[C:7]1[CH:6]([C:13]2[CH:22]=[CH:21][C:20]3[CH2:19][NH:18][CH2:17][CH2:16][C:15]=3[N:14]=2)[C:5]2[C:9](=[CH:10][CH:11]=[C:3]([C:1]#[N:2])[CH:4]=2)[NH:8]1. The yield is 1.00. (3) The reactants are C[O:2][C:3](=O)[C:4]1[CH:9]=[C:8]([CH3:10])[C:7]([NH:11][C:12](=[O:37])[CH2:13][CH2:14][N:15]2[CH2:20][CH2:19][CH:18]([O:21][C:22](=[O:36])[NH:23][C:24]3[CH:29]=[CH:28][CH:27]=[CH:26][C:25]=3[C:30]3[CH:35]=[CH:34][CH:33]=[CH:32][CH:31]=3)[CH2:17][CH2:16]2)=[CH:6][C:5]=1[CH3:38].[H-].[Al+3].[Li+].[H-].[H-].[H-].O.[OH-].[Na+]. The catalyst is O1CCCC1. The product is [OH:2][CH2:3][C:4]1[C:5]([CH3:38])=[CH:6][C:7]([NH:11][C:12]([CH2:13][CH2:14][N:15]2[CH2:16][CH2:17][CH:18]([O:21][C:22](=[O:36])[NH:23][C:24]3[CH:29]=[CH:28][CH:27]=[CH:26][C:25]=3[C:30]3[CH:31]=[CH:32][CH:33]=[CH:34][CH:35]=3)[CH2:19][CH2:20]2)=[O:37])=[C:8]([CH3:10])[CH:9]=1. The yield is 0.475.